This data is from Full USPTO retrosynthesis dataset with 1.9M reactions from patents (1976-2016). The task is: Predict the reactants needed to synthesize the given product. The reactants are: [N+:1]([C:4]1[CH:9]=[CH:8][C:7]([S:10]([CH2:13][CH2:14][C:15]2[CH:20]=[CH:19][C:18]([C:21]([F:24])([F:23])[F:22])=[CH:17][CH:16]=2)(=[O:12])=[O:11])=[CH:6][CH:5]=1)([O-])=O.CO. Given the product [F:24][C:21]([F:22])([F:23])[C:18]1[CH:17]=[CH:16][C:15]([CH2:14][CH2:13][S:10]([C:7]2[CH:8]=[CH:9][C:4]([NH2:1])=[CH:5][CH:6]=2)(=[O:11])=[O:12])=[CH:20][CH:19]=1, predict the reactants needed to synthesize it.